From a dataset of Catalyst prediction with 721,799 reactions and 888 catalyst types from USPTO. Predict which catalyst facilitates the given reaction. (1) Reactant: [CH3:1][C:2]([NH:4][CH2:5][CH2:6][C:7]1[CH:8]=[C:9]([NH:13][C:14](=[O:17])[O:15][CH3:16])[CH:10]=[CH:11][CH:12]=1)=O.C(Cl)(Cl)Cl.P(Cl)(Cl)(Cl)(Cl)Cl. Product: [CH3:1][C:2]1[C:12]2[C:7](=[CH:8][C:9]([NH:13][C:14](=[O:17])[O:15][CH3:16])=[CH:10][CH:11]=2)[CH2:6][CH2:5][N:4]=1. The catalyst class is: 6. (2) Reactant: C(=O)([O-])[O-].[K+].[K+].CN(C)C=O.[Br:12][C:13]1[CH:18]=[CH:17][C:16]([OH:19])=[CH:15][CH:14]=1.C1(C)C=CC(S(O[CH2:30][CH2:31][Cl:32])(=O)=O)=CC=1. Product: [Br:12][C:13]1[CH:18]=[CH:17][C:16]([O:19][CH2:30][CH2:31][Cl:32])=[CH:15][CH:14]=1. The catalyst class is: 6. (3) Reactant: [Cl:1][C:2]1[CH:10]=[CH:9][C:5]([C:6]([OH:8])=O)=[CH:4][CH:3]=1.CCN=C=NCCCN(C)C.Cl.C1C=CC2N(O)N=NC=2C=1.O.[NH:34]=[C:35]1[N:39]([CH:40]2[CH2:45][CH2:44][N:43]([C:46]([O:48][C:49]([CH3:52])([CH3:51])[CH3:50])=[O:47])[CH2:42][CH2:41]2)[C:38]2[CH:53]=[CH:54][CH:55]=[CH:56][C:37]=2[NH:36]1.C([O-])(O)=O.[Na+]. Product: [Cl:1][C:2]1[CH:3]=[CH:4][C:5]([C:6]([NH:34][C:35]2[N:39]([CH:40]3[CH2:41][CH2:42][N:43]([C:46]([O:48][C:49]([CH3:50])([CH3:51])[CH3:52])=[O:47])[CH2:44][CH2:45]3)[C:38]3[CH:53]=[CH:54][CH:55]=[CH:56][C:37]=3[N:36]=2)=[O:8])=[CH:9][CH:10]=1. The catalyst class is: 2. (4) Reactant: [CH3:1][O:2][C:3](=[O:34])[C:4]1[CH:9]=[C:8]([CH:10]2[CH2:15][CH2:14][CH2:13][CH2:12][CH2:11]2)[C:7]([C:16]2[CH:17]=[C:18]3[C:23](=[CH:24][CH:25]=2)[N:22]=[C:21]([C:26]2[S:30][C:29]([CH3:31])=[N:28][C:27]=2[CH3:32])[CH:20]=[CH:19]3)=[C:6](N)[CH:5]=1.[BrH:35].N([O-])=O.[Na+]. Product: [CH3:1][O:2][C:3](=[O:34])[C:4]1[CH:9]=[C:8]([CH:10]2[CH2:15][CH2:14][CH2:13][CH2:12][CH2:11]2)[C:7]([C:16]2[CH:17]=[C:18]3[C:23](=[CH:24][CH:25]=2)[N:22]=[C:21]([C:26]2[S:30][C:29]([CH3:31])=[N:28][C:27]=2[CH3:32])[CH:20]=[CH:19]3)=[C:6]([Br:35])[CH:5]=1. The catalyst class is: 95. (5) Reactant: C([O:8][C:9]1[CH:30]=[CH:29][C:12]([C:13]([O:15][C:16]2[CH:21]=[CH:20][C:19]([O:22][CH2:23][CH2:24][CH2:25][CH2:26][CH2:27][CH3:28])=[CH:18][CH:17]=2)=[O:14])=[CH:11][CH:10]=1)C1C=CC=CC=1.C1CC=CCC=1. Product: [OH:8][C:9]1[CH:30]=[CH:29][C:12]([C:13]([O:15][C:16]2[CH:21]=[CH:20][C:19]([O:22][CH2:23][CH2:24][CH2:25][CH2:26][CH2:27][CH3:28])=[CH:18][CH:17]=2)=[O:14])=[CH:11][CH:10]=1. The catalyst class is: 354. (6) Reactant: [CH3:1][N:2]([CH3:6])[C:3](Cl)=[O:4].[OH:7][C:8]([C:10]([F:13])([F:12])[F:11])=[O:9].[F:14][C:15]1[CH:20]=[C:19]([F:21])[CH:18]=[CH:17][C:16]=1[CH:22]([F:43])[CH:23]1[CH2:28][CH2:27][N:26]([C:29]2[N:34]=[C:33]3[CH2:35][NH:36][CH2:37][CH2:38][C:32]3=[N:31][C:30]=2[NH:39][CH:40]([CH3:42])[CH3:41])[CH2:25][CH2:24]1.C(N(CC)CC)C. Product: [F:14][C:15]1[CH:20]=[C:19]([F:21])[CH:18]=[CH:17][C:16]=1[CH:22]([F:43])[CH:23]1[CH2:28][CH2:27][N:26]([C:29]2[N:34]=[C:33]3[CH2:35][N:36]([C:3]([N:2]([CH3:6])[CH3:1])=[O:4])[CH2:37][CH2:38][C:32]3=[N:31][C:30]=2[NH:39][CH:40]([CH3:41])[CH3:42])[CH2:25][CH2:24]1.[C:8]([OH:9])([C:10]([F:13])([F:12])[F:11])=[O:7]. The catalyst class is: 2.